From a dataset of NCI-60 drug combinations with 297,098 pairs across 59 cell lines. Regression. Given two drug SMILES strings and cell line genomic features, predict the synergy score measuring deviation from expected non-interaction effect. Drug 1: CC(CN1CC(=O)NC(=O)C1)N2CC(=O)NC(=O)C2. Drug 2: C1=NC2=C(N1)C(=S)N=CN2. Cell line: NCI-H322M. Synergy scores: CSS=-4.80, Synergy_ZIP=-11.8, Synergy_Bliss=-27.3, Synergy_Loewe=-56.6, Synergy_HSA=-26.3.